Dataset: Forward reaction prediction with 1.9M reactions from USPTO patents (1976-2016). Task: Predict the product of the given reaction. (1) The product is: [C:1]1([C:7]2[CH:12]=[C:11]([C:13]3[CH:14]=[CH:15][CH:16]=[CH:17][CH:18]=3)[N:10]=[C:9]([O:19][CH2:20][CH2:21][CH2:22][CH2:23][C:24]([C:27]3[N:31]([CH2:32][CH2:33][CH2:34][CH2:35][C:36]([OH:38])=[O:37])[N:30]=[N:29][N:28]=3)([CH3:26])[CH3:25])[CH:8]=2)[CH:2]=[CH:3][CH:4]=[CH:5][CH:6]=1. Given the reactants [C:1]1([C:7]2[CH:12]=[C:11]([C:13]3[CH:18]=[CH:17][CH:16]=[CH:15][CH:14]=3)[N:10]=[C:9]([O:19][CH2:20][CH2:21][CH2:22][CH2:23][C:24]([C:27]3[N:31]([CH2:32][CH2:33][CH2:34][CH2:35][C:36]([O:38]CC)=[O:37])[N:30]=[N:29][N:28]=3)([CH3:26])[CH3:25])[CH:8]=2)[CH:6]=[CH:5][CH:4]=[CH:3][CH:2]=1.[Li+].[OH-], predict the reaction product. (2) Given the reactants [CH3:1][CH:2]([CH3:11])[C:3](=[O:10])[CH2:4][C:5]([O:7][CH2:8][CH3:9])=[O:6].[CH:12](OCC)(OCC)OCC.[Br:22][C:23]1[CH:29]=[CH:28][C:26]([NH2:27])=[CH:25][CH:24]=1, predict the reaction product. The product is: [Br:22][C:23]1[CH:29]=[CH:28][C:26]([NH:27][CH:12]=[C:4]([C:3](=[O:10])[CH:2]([CH3:1])[CH3:11])[C:5]([O:7][CH2:8][CH3:9])=[O:6])=[CH:25][CH:24]=1. (3) The product is: [N:25]1([CH:22]2[CH2:23][CH2:24][NH:19][CH2:20][CH2:21]2)[CH2:30][CH2:29][CH2:28][CH2:27][C:26]1=[S:31]. Given the reactants C1(OC)C=CC=CC=1.C(OC([N:19]1[CH2:24][CH2:23][CH:22]([N:25]2[CH2:30][CH2:29][CH2:28][CH2:27][C:26]2=[S:31])[CH2:21][CH2:20]1)=O)C1C=CC=CC=1.C(=O)([O-])[O-].[K+].[K+].S([O-])([O-])(=O)=O.[Na+].[Na+], predict the reaction product.